Dataset: Peptide-MHC class II binding affinity with 134,281 pairs from IEDB. Task: Regression. Given a peptide amino acid sequence and an MHC pseudo amino acid sequence, predict their binding affinity value. This is MHC class II binding data. (1) The peptide sequence is TQGLLGALLLWMGIN. The MHC is DRB1_1101 with pseudo-sequence DRB1_1101. The binding affinity (normalized) is 0.0710. (2) The peptide sequence is AVKAGASLIDGGNML. The MHC is DRB1_0101 with pseudo-sequence DRB1_0101. The binding affinity (normalized) is 0.490.